Task: Predict the reaction yield, written as a fraction of the theoretical maximum amount of product (1.0 means a 100% yield; for example, 0.34 means a 34% yield).. Dataset: Reaction yield outcomes from USPTO patents with 853,638 reactions The reactants are [NH:1]1[C:9]2[C:4](=[CH:5][CH:6]=[CH:7][CH:8]=2)[CH2:3][C:2]1=[O:10].[S:11]([Cl:15])(=O)(=[O:13])[OH:12]. The catalyst is O. The product is [Cl:15][S:11]([C:6]1[CH:7]=[CH:8][C:9]2[C:4](=[CH:3][C:2](=[O:10])[N:1]=2)[CH:5]=1)(=[O:13])=[O:12]. The yield is 0.650.